Dataset: NCI-60 drug combinations with 297,098 pairs across 59 cell lines. Task: Regression. Given two drug SMILES strings and cell line genomic features, predict the synergy score measuring deviation from expected non-interaction effect. (1) Drug 1: CCC1(CC2CC(C3=C(CCN(C2)C1)C4=CC=CC=C4N3)(C5=C(C=C6C(=C5)C78CCN9C7C(C=CC9)(C(C(C8N6C=O)(C(=O)OC)O)OC(=O)C)CC)OC)C(=O)OC)O.OS(=O)(=O)O. Drug 2: B(C(CC(C)C)NC(=O)C(CC1=CC=CC=C1)NC(=O)C2=NC=CN=C2)(O)O. Cell line: T-47D. Synergy scores: CSS=46.6, Synergy_ZIP=-9.25, Synergy_Bliss=-11.4, Synergy_Loewe=-11.5, Synergy_HSA=-8.61. (2) Drug 1: CCC1=CC2CC(C3=C(CN(C2)C1)C4=CC=CC=C4N3)(C5=C(C=C6C(=C5)C78CCN9C7C(C=CC9)(C(C(C8N6C)(C(=O)OC)O)OC(=O)C)CC)OC)C(=O)OC.C(C(C(=O)O)O)(C(=O)O)O. Drug 2: COC1=NC(=NC2=C1N=CN2C3C(C(C(O3)CO)O)O)N. Cell line: HCC-2998. Synergy scores: CSS=58.4, Synergy_ZIP=9.31, Synergy_Bliss=10.2, Synergy_Loewe=-42.6, Synergy_HSA=8.91.